Dataset: Catalyst prediction with 721,799 reactions and 888 catalyst types from USPTO. Task: Predict which catalyst facilitates the given reaction. Reactant: Cl[C:2]([C:4]1[CH:5]=[C:6]([C:17]([O:19][CH2:20][CH3:21])=[O:18])[CH:7]=[C:8]([C:10]2[CH:15]=[CH:14][C:13]([CH3:16])=[CH:12][CH:11]=2)[CH:9]=1)=[O:3].[NH:22]1[CH2:26][CH2:25][CH2:24][CH2:23]1.C(N(CC)CC)C. Product: [CH3:16][C:13]1[CH:14]=[CH:15][C:10]([C:8]2[CH:9]=[C:4]([C:2]([N:22]3[CH2:26][CH2:25][CH2:24][CH2:23]3)=[O:3])[CH:5]=[C:6]([C:17]([O:19][CH2:20][CH3:21])=[O:18])[CH:7]=2)=[CH:11][CH:12]=1. The catalyst class is: 2.